Dataset: Full USPTO retrosynthesis dataset with 1.9M reactions from patents (1976-2016). Task: Predict the reactants needed to synthesize the given product. (1) Given the product [Br:31][C:32]1[C:33]([CH2:49][N:50]2[CH2:51][CH2:52][O:53][CH2:54][CH2:55]2)=[CH:34][C:35]([O:41][CH2:42][C:43]2[CH:44]=[CH:45][CH:46]=[CH:47][CH:48]=2)=[C:36]([CH:40]=1)[C:37]([NH:20][C:21]1[CH:22]=[N:23][CH:24]=[CH:25][CH:26]=1)=[O:38], predict the reactants needed to synthesize it. The reactants are: C(N(C(C)C)CC)(C)C.C1C=CC2N(O)N=NC=2C=1.[NH2:20][C:21]1[CH:22]=[N:23][CH:24]=[CH:25][CH:26]=1.C(Cl)CCl.[Br:31][C:32]1[C:33]([CH2:49][N:50]2[CH2:55][CH2:54][O:53][CH2:52][CH2:51]2)=[CH:34][C:35]([O:41][CH2:42][C:43]2[CH:48]=[CH:47][CH:46]=[CH:45][CH:44]=2)=[C:36]([CH:40]=1)[C:37](O)=[O:38]. (2) Given the product [CH3:3][CH2:4][CH2:5]/[CH:6]=[CH:7]/[CH2:8][CH2:9][CH3:10].[CH3:13][CH2:14]/[CH:15]=[CH:16]/[CH2:17][CH2:18][CH2:19][CH3:20].[CH3:3]/[CH:4]=[CH:5]\[CH2:6][CH2:7][CH2:8][CH2:9][CH3:10].[CH3:3][CH2:4][CH2:5][CH2:6][CH2:7][CH2:8][CH2:9][CH3:10], predict the reactants needed to synthesize it. The reactants are: [BH4-].[Na+].[CH3:3][CH2:4][CH2:5][C:6]#[C:7][CH2:8][CH2:9][CH3:10].[H][H].[CH3:13][CH2:14][CH2:15]/[CH:16]=[CH:17]\[CH2:18][CH2:19][CH3:20].